Dataset: Catalyst prediction with 721,799 reactions and 888 catalyst types from USPTO. Task: Predict which catalyst facilitates the given reaction. (1) Reactant: [Br:1][C:2]1[CH:10]=[CH:9][C:5]([CH2:6][CH2:7][NH2:8])=[CH:4][CH:3]=1.C(N(CC)CC)C.[CH:18]([S:21](Cl)(=[O:23])=[O:22])([CH3:20])[CH3:19]. Product: [Br:1][C:2]1[CH:10]=[CH:9][C:5]([CH2:6][CH2:7][NH:8][S:21]([CH:18]([CH3:20])[CH3:19])(=[O:23])=[O:22])=[CH:4][CH:3]=1. The catalyst class is: 4. (2) Reactant: [F:1][C:2]1[CH:3]=[C:4]([CH:9]([NH2:11])[CH3:10])[CH:5]=[C:6]([F:8])[CH:7]=1.[C:12](O[C:12]([O:14][C:15]([CH3:18])([CH3:17])[CH3:16])=[O:13])([O:14][C:15]([CH3:18])([CH3:17])[CH3:16])=[O:13]. Product: [F:1][C:2]1[CH:3]=[C:4]([CH:9]([N:11]([C:12]([O:14][C:15]([CH3:18])([CH3:17])[CH3:16])=[O:13])[C:12]([O:14][C:15]([CH3:18])([CH3:17])[CH3:16])=[O:13])[CH3:10])[CH:5]=[C:6]([F:8])[CH:7]=1. The catalyst class is: 64.